From a dataset of Forward reaction prediction with 1.9M reactions from USPTO patents (1976-2016). Predict the product of the given reaction. (1) Given the reactants C(O[C:5](=[O:7])[CH3:6])(=O)C.[I:8][C:9]1[CH:16]=[CH:15][C:12]([CH2:13][NH2:14])=[CH:11][CH:10]=1, predict the reaction product. The product is: [I:8][C:9]1[CH:16]=[CH:15][C:12]([CH2:13][NH:14][C:5](=[O:7])[CH3:6])=[CH:11][CH:10]=1. (2) Given the reactants [CH:1]([N:4]1[C:9]([CH3:10])=[C:8]([CH3:11])[CH:7]=C(C#N)[C:5]1=[O:14])([CH3:3])[CH3:2].[OH-:15].[K+].[CH2:17]([OH:19])[CH3:18], predict the reaction product. The product is: [CH:1]([N:4]1[C:9]([CH3:10])=[C:8]([CH3:11])[CH:7]=[C:18]([C:17]([OH:15])=[O:19])[C:5]1=[O:14])([CH3:3])[CH3:2].